From a dataset of Forward reaction prediction with 1.9M reactions from USPTO patents (1976-2016). Predict the product of the given reaction. (1) Given the reactants [I:1]I.[CH2:3]([NH:5][C:6](=[O:23])[C:7]1[CH:12]=[CH:11][C:10]([CH3:13])=[C:9]([C:14]2[CH:22]=[C:21]3[C:17]([CH:18]=[N:19][NH:20]3)=[CH:16][CH:15]=2)[CH:8]=1)[CH3:4].S(=O)(O)[O-].[Na+].C(O)(=O)CC(CC(O)=O)(C(O)=O)O, predict the reaction product. The product is: [CH2:3]([NH:5][C:6](=[O:23])[C:7]1[CH:12]=[CH:11][C:10]([CH3:13])=[C:9]([C:14]2[CH:22]=[C:21]3[C:17]([C:18]([I:1])=[N:19][NH:20]3)=[CH:16][CH:15]=2)[CH:8]=1)[CH3:4]. (2) Given the reactants [C:1]([OH:12])(=[O:11])[CH2:2][CH2:3][CH2:4][CH2:5][CH2:6][CH2:7][CH2:8][CH2:9][CH3:10].C(=O)=O.[CH3:16][NH:17][CH3:18], predict the reaction product. The product is: [CH3:16][NH2+:17][CH3:18].[C:1]([O-:12])(=[O:11])[CH2:2][CH2:3][CH2:4][CH2:5][CH2:6][CH2:7][CH2:8][CH2:9][CH3:10]. (3) The product is: [OH:1][CH:2]1[CH2:11][C:10]2[C:9]([N:12]3[CH2:13][CH2:14][N:15]([CH2:18][CH2:19][CH2:20][CH2:21][O:22][C:23]4[N:32]=[C:31]5[C:26]([CH2:27][CH2:28][C:29](=[O:33])[NH:30]5)=[CH:25][CH:24]=4)[CH2:16][CH2:17]3)=[CH:8][CH:7]=[CH:6][C:5]=2[CH2:4][CH2:3]1. Given the reactants [O:1]=[C:2]1[CH2:11][C:10]2[C:9]([N:12]3[CH2:17][CH2:16][N:15]([CH2:18][CH2:19][CH2:20][CH2:21][O:22][C:23]4[N:32]=[C:31]5[C:26]([CH2:27][CH2:28][C:29](=[O:33])[NH:30]5)=[CH:25][CH:24]=4)[CH2:14][CH2:13]3)=[CH:8][CH:7]=[CH:6][C:5]=2[CH2:4][CH2:3]1.[BH4-].[Na+], predict the reaction product. (4) Given the reactants [OH-].[Na+].[Cl:3][C:4]1[CH:5]=[CH:6][C:7]2[O:12]C(=O)[N:10]([CH2:14][CH2:15][CH2:16][CH2:17][CH2:18][CH2:19][CH2:20][C:21]([O:23]CC)=[O:22])[C:9](=[O:26])[C:8]=2[CH:27]=1, predict the reaction product. The product is: [Cl:3][C:4]1[CH:27]=[C:8]([C:9]([NH:10][CH2:14][CH2:15][CH2:16][CH2:17][CH2:18][CH2:19][CH2:20][C:21]([OH:23])=[O:22])=[O:26])[C:7]([OH:12])=[CH:6][CH:5]=1. (5) Given the reactants [Cl:1][C:2]1[CH:3]=[C:4]([CH:21]=[CH:22][CH:23]=1)[CH2:5][NH:6][C:7]1[N:20]=[C:10]2[C:11]([O:18][CH3:19])=[CH:12][C:13]([C:15]([OH:17])=O)=[CH:14][N:9]2[N:8]=1.[CH3:24][C:25]1([CH2:33][CH:34]([OH:36])[CH3:35])[O:30][CH2:29][C:28]([CH3:32])([CH3:31])[NH:27][CH2:26]1.C(N(CC)C(C)C)(C)C.CN(C(ON1N=NC2C=CC=NC1=2)=[N+](C)C)C.F[P-](F)(F)(F)(F)F, predict the reaction product. The product is: [Cl:1][C:2]1[CH:3]=[C:4]([CH:21]=[CH:22][CH:23]=1)[CH2:5][NH:6][C:7]1[N:20]=[C:10]2[C:11]([O:18][CH3:19])=[CH:12][C:13]([C:15]([N:27]3[C:28]([CH3:31])([CH3:32])[CH2:29][O:30][C:25]([CH2:33][CH:34]([OH:36])[CH3:35])([CH3:24])[CH2:26]3)=[O:17])=[CH:14][N:9]2[N:8]=1. (6) Given the reactants COC1C=CC(C[NH:8][C:9]2[N:10]=[CH:11][CH:12]=[C:13]3[C:18]=2[N:17]=[CH:16][CH:15]=[CH:14]3)=CC=1.[C:21](O)(C(F)(F)F)=[O:22], predict the reaction product. The product is: [CH3:21][O:22][C:15]1[CH:16]=[N:17][C:18]2[C:13]([CH:14]=1)=[CH:12][CH:11]=[N:10][C:9]=2[NH2:8]. (7) Given the reactants [C:1]([C:3]1[CH:9]=[CH:8][C:6]([NH2:7])=[CH:5][CH:4]=1)#[N:2].Cl.[N:11](OS(=O)(=O)O)=O.[Br:18][C:19]1[CH:24]=[CH:23][CH:22]=[CH:21][C:20]=1[OH:25].[OH-].[Na+], predict the reaction product. The product is: [OH:25][C:20]1[CH:21]=[CH:22][C:23]([N:11]=[N:7][C:6]2[CH:8]=[CH:9][C:3]([C:1]#[N:2])=[CH:4][CH:5]=2)=[CH:24][C:19]=1[Br:18]. (8) Given the reactants C([O:3][C:4](=[O:37])[CH:5]([O:34][CH2:35][CH3:36])[CH2:6][C:7]1[CH:12]=[CH:11][C:10]([O:13][C:14]([CH3:32])([C:16]2[S:20][C:19]([C:21]3[CH:26]=[CH:25][C:24]([C:27]([F:30])([F:29])[F:28])=[CH:23][CH:22]=3)=[N:18][C:17]=2[CH3:31])[CH3:15])=[CH:9][C:8]=1[CH3:33])C.[Li+].[OH-], predict the reaction product. The product is: [CH2:35]([O:34][CH:5]([CH2:6][C:7]1[CH:12]=[CH:11][C:10]([O:13][C:14]([CH3:32])([C:16]2[S:20][C:19]([C:21]3[CH:22]=[CH:23][C:24]([C:27]([F:28])([F:29])[F:30])=[CH:25][CH:26]=3)=[N:18][C:17]=2[CH3:31])[CH3:15])=[CH:9][C:8]=1[CH3:33])[C:4]([OH:37])=[O:3])[CH3:36].